Binary Classification. Given a drug SMILES string, predict its activity (active/inactive) in a high-throughput screening assay against a specified biological target. From a dataset of KCNQ2 potassium channel screen with 302,405 compounds. (1) The drug is O1C(Cc2c1c(OCC(=O)Nc1ccc(OCC(=O)N)cc1)ccc2)(C)C. The result is 0 (inactive). (2) The molecule is O(c1ccc(OC)cc1)CC(=O)NNC(=O)c1ncccc1. The result is 0 (inactive). (3) The molecule is S=C(N1CCC(CC1)Cc1ccccc1)NC. The result is 0 (inactive). (4) The compound is S(Cc1nc2sccn2c1)c1n2c(nn1)cccc2. The result is 0 (inactive). (5) The result is 0 (inactive). The molecule is Cl\C(CN1CCN(CC1)C(OCC)=O)=C/c1ccccc1. (6) The compound is ClC(Cl)(Cl)C(P(OC)(OC)=O)NS(=O)(=O)c1ccccc1. The result is 0 (inactive).